From a dataset of Forward reaction prediction with 1.9M reactions from USPTO patents (1976-2016). Predict the product of the given reaction. (1) Given the reactants [CH2:1]([C:3]1[CH:8]=[C:7]([CH3:9])[CH:6]=[C:5]([CH2:10][CH3:11])[C:4]=1[CH:12]([C:16]([NH2:18])=[O:17])[C:13]([NH2:15])=[O:14])[CH3:2].Br.Br.[O:21]1[CH2:27][CH2:26]NN[CH2:23][CH2:22]1.C(N(CC)CC)C.Cl, predict the reaction product. The product is: [CH2:1]([C:3]1[CH:8]=[C:7]([CH3:9])[CH:6]=[C:5]([CH2:10][CH3:11])[C:4]=1[CH:12]1[C:13](=[O:14])[N:15]2[CH2:23][CH2:22][O:21][CH2:27][CH2:26][N:18]2[C:16]1=[O:17])[CH3:2]. (2) The product is: [F:57][C:54]1[CH:55]=[CH:56][C:51]([CH:8]([C:5]2[CH:4]=[CH:3][C:2]([F:1])=[CH:7][CH:6]=2)[C@@H:9]([NH:46][C:47](=[O:48])[O:49][CH3:50])[C:10]([NH:12][CH:13]2[CH2:17][CH:16]([OH:18])[CH2:15][CH:14]2[CH2:19][CH2:20][C@H:21]2[CH2:22][NH:23][CH2:24][CH2:25][N:26]2[S:27]([C:30]2[CH:35]=[CH:34][CH:33]=[CH:32][CH:31]=2)(=[O:28])=[O:29])=[O:11])=[CH:52][CH:53]=1. Given the reactants [F:1][C:2]1[CH:7]=[CH:6][C:5]([CH:8]([C:51]2[CH:56]=[CH:55][C:54]([F:57])=[CH:53][CH:52]=2)[C@@H:9]([NH:46][C:47]([O:49][CH3:50])=[O:48])[C:10]([NH:12][CH:13]2[CH2:17][CH:16]([OH:18])[CH2:15][CH:14]2[CH2:19][CH2:20][C@@H:21]2[N:26]([S:27]([C:30]3[CH:35]=[CH:34][CH:33]=[CH:32][CH:31]=3)(=[O:29])=[O:28])[CH2:25][CH2:24][N:23](C(OCC3C=CC=CC=3)=O)[CH2:22]2)=[O:11])=[CH:4][CH:3]=1, predict the reaction product. (3) The product is: [Br:1][C:2]1[CH:11]=[CH:10][C:9]2[N:8]=[CH:7][C:6]3[N:12]([CH3:29])[C:13](=[O:26])[N:14]([C:15]4[CH:16]=[CH:17][C:18]([C:21]([CH3:24])([CH3:25])[C:22]#[N:23])=[N:19][CH:20]=4)[C:5]=3[C:4]=2[CH:3]=1. Given the reactants [Br:1][C:2]1[CH:11]=[CH:10][C:9]2[N:8]=[CH:7][C:6]3[NH:12][C:13](=[O:26])[N:14]([C:15]4[CH:16]=[CH:17][C:18]([C:21]([CH3:25])([CH3:24])[C:22]#[N:23])=[N:19][CH:20]=4)[C:5]=3[C:4]=2[CH:3]=1.[H-].[Na+].[CH3:29]I, predict the reaction product. (4) Given the reactants [NH2:1][C:2]1[N:7]=[C:6]([N:8]2[C@H:13]([CH3:14])[CH2:12][CH2:11][C@H:10]([NH:15][C:16](=[O:23])[C:17]3[CH:22]=[CH:21][CH:20]=[CH:19][CH:18]=3)[CH2:9]2)[CH:5]=[C:4]([C:24]2[CH:29]=[CH:28][C:27]([C:30]#[N:31])=[C:26](F)[CH:25]=2)[N:3]=1.O.[NH2:34][NH2:35], predict the reaction product. The product is: [NH2:1][C:2]1[N:7]=[C:6]([N:8]2[C@H:13]([CH3:14])[CH2:12][CH2:11][C@H:10]([NH:15][C:16](=[O:23])[C:17]3[CH:22]=[CH:21][CH:20]=[CH:19][CH:18]=3)[CH2:9]2)[CH:5]=[C:4]([C:24]2[CH:25]=[C:26]3[C:27]([C:30]([NH2:31])=[N:34][NH:35]3)=[CH:28][CH:29]=2)[N:3]=1. (5) Given the reactants [F:1][C:2]([F:32])([F:31])[C:3]1[CH:8]=[CH:7][C:6]([C:9]2[C:10]([C:15]([NH:17][C:18]3[CH:27]=[C:26]4[C:21]([CH:22]=[C:23]([C:28](O)=[O:29])[CH:24]=[N:25]4)=[CH:20][CH:19]=3)=[O:16])=[CH:11][CH:12]=[CH:13][CH:14]=2)=[CH:5][CH:4]=1.[NH:33]1[CH2:38][CH2:37][O:36][CH2:35][CH2:34]1.Cl.CN(C)CCCN=C=NCC.ON1C2C=CC=CC=2N=N1.C(N(CC)CC)C, predict the reaction product. The product is: [N:33]1([C:28]([C:23]2[CH:24]=[N:25][C:26]3[C:21]([CH:22]=2)=[CH:20][CH:19]=[C:18]([NH:17][C:15]([C:10]2[C:9]([C:6]4[CH:5]=[CH:4][C:3]([C:2]([F:1])([F:31])[F:32])=[CH:8][CH:7]=4)=[CH:14][CH:13]=[CH:12][CH:11]=2)=[O:16])[CH:27]=3)=[O:29])[CH2:38][CH2:37][O:36][CH2:35][CH2:34]1. (6) Given the reactants [N:1]1[C:10]2[C:5](=[CH:6][C:7]([CH2:11][N:12]3[C:20]4[C:15](=[N:16][CH:17]=[C:18]([N:21]5[CH2:25][CH2:24][C@@H:23]([NH:26][C:27](=[O:33])[O:28][C:29]([CH3:32])([CH3:31])[CH3:30])[CH2:22]5)[N:19]=4)[N:14]=[N:13]3)=[CH:8][CH:9]=2)[CH:4]=[CH:3][CH:2]=1.[H-].[Na+].[CH3:36]I, predict the reaction product. The product is: [CH3:36][N:26]([C@@H:23]1[CH2:24][CH2:25][N:21]([C:18]2[N:19]=[C:20]3[N:12]([CH2:11][C:7]4[CH:6]=[C:5]5[C:10](=[CH:9][CH:8]=4)[N:1]=[CH:2][CH:3]=[CH:4]5)[N:13]=[N:14][C:15]3=[N:16][CH:17]=2)[CH2:22]1)[C:27](=[O:33])[O:28][C:29]([CH3:30])([CH3:32])[CH3:31]. (7) Given the reactants [F:1][C:2]1[CH:26]=[CH:25][C:5]([CH2:6][C:7]2[CH:12]=[CH:11][C:10]([O:13][CH3:14])=[C:9]([C:15]3[CH:20]=[CH:19][CH:18]=[C:17]([N+:21]([O-:23])=[O:22])[CH:16]=3)[C:8]=2[OH:24])=[CH:4][CH:3]=1.C([SiH](CC)CC)C.C(O)(C(F)(F)F)=[O:35], predict the reaction product. The product is: [F:1][C:2]1[CH:3]=[CH:4][C:5]([C:6]([C:7]2[C:8]([OH:24])=[C:9]([C:15]3[CH:20]=[CH:19][CH:18]=[C:17]([N+:21]([O-:23])=[O:22])[CH:16]=3)[C:10]([O:13][CH3:14])=[CH:11][CH:12]=2)=[O:35])=[CH:25][CH:26]=1. (8) The product is: [CH3:12][C:9]1[CH:8]=[CH:7][C:6]2[C:11](=[C:2]([NH:19][C:16]3[CH:17]=[CH:18][N:14]([CH3:13])[N:15]=3)[N:3]=[CH:4][CH:5]=2)[N:10]=1. Given the reactants Cl[C:2]1[N:3]=[CH:4][CH:5]=[C:6]2[C:11]=1[N:10]=[C:9]([CH3:12])[CH:8]=[CH:7]2.[CH3:13][N:14]1[CH:18]=[CH:17][C:16]([NH2:19])=[N:15]1, predict the reaction product.